Dataset: Catalyst prediction with 721,799 reactions and 888 catalyst types from USPTO. Task: Predict which catalyst facilitates the given reaction. (1) Reactant: [NH2:1][CH:2]([C:6]1[CH:11]=[CH:10][C:9]([Br:12])=[CH:8][CH:7]=1)[C:3]([NH2:5])=[O:4].[C:13]1(=O)[CH2:18][CH2:17][CH2:16][CH2:15][CH2:14]1. Product: [Br:12][C:9]1[CH:10]=[CH:11][C:6]([CH:2]2[NH:1][C:13]3([CH2:18][CH2:17][CH2:16][CH2:15][CH2:14]3)[NH:5][C:3]2=[O:4])=[CH:7][CH:8]=1. The catalyst class is: 5. (2) Reactant: [F:1][C:2]1[CH:3]=[C:4]([CH:7]=[CH:8][CH:9]=1)[CH:5]=[O:6].[C:10]([O:14][CH3:15])(=[O:13])[CH:11]=[CH2:12].[C-]#N.[K+].O. Product: [CH3:15][O:14][C:10](=[O:13])[CH2:11][CH2:12][C:5]([C:4]1[CH:7]=[CH:8][CH:9]=[C:2]([F:1])[CH:3]=1)=[O:6]. The catalyst class is: 9. (3) Reactant: [N+:1]([C:4]1[C:9]([O:10][C:11]([F:14])([F:13])[F:12])=[CH:8][CH:7]=[CH:6][N:5]=1)([O-])=O.[Cl-].[NH4+]. Product: [F:14][C:11]([F:12])([F:13])[O:10][C:9]1[C:4]([NH2:1])=[N:5][CH:6]=[CH:7][CH:8]=1. The catalyst class is: 186.